From a dataset of Catalyst prediction with 721,799 reactions and 888 catalyst types from USPTO. Predict which catalyst facilitates the given reaction. (1) Reactant: [O:1]1[C:5]2[CH:6]=[CH:7][C:8]([CH2:10][C:11]#N)=[CH:9][C:4]=2[O:3][CH2:2]1.Br[CH2:14][CH2:15]Cl.[OH-:17].[Na+].[OH2:19]. Product: [CH2:14]1[C:10]([C:11]([OH:19])=[O:17])([C:8]2[CH:7]=[CH:6][C:5]3[O:1][CH2:2][O:3][C:4]=3[CH:9]=2)[CH2:15]1. The catalyst class is: 572. (2) Reactant: [F:1][C:2]1[CH:3]=[C:4]([C:9]2([OH:13])[CH2:12][NH:11][CH2:10]2)[CH:5]=[CH:6][C:7]=1[F:8].I[CH2:15][CH3:16]. Product: [F:1][C:2]1[CH:3]=[C:4]([C:9]2([OH:13])[CH2:12][N:11]([CH2:15][CH3:16])[CH2:10]2)[CH:5]=[CH:6][C:7]=1[F:8]. The catalyst class is: 7. (3) Reactant: [Br:1][C:2]1[CH:3]=[CH:4][C:5]([F:15])=[C:6]([C@:8]2([CH3:14])[CH2:12][O:11]C(=O)[NH:9]2)[CH:7]=1.C(O)C.O.[OH-].[Li+]. Product: [NH2:9][C@@:8]([C:6]1[CH:7]=[C:2]([Br:1])[CH:3]=[CH:4][C:5]=1[F:15])([CH3:14])[CH2:12][OH:11]. The catalyst class is: 6. (4) Reactant: [CH2:1]([N:3]1[CH2:15][CH2:14][C:6]2[NH:7][C:8]3[CH:9]=[CH:10][CH:11]=[CH:12][C:13]=3[C:5]=2[CH2:4]1)[CH3:2].[CH3:16][C:17]1[CH:25]=[CH:24][C:20]([CH:21]2[O:23][CH2:22]2)=[CH:19][CH:18]=1.[H-].[Na+].FC(F)(F)C([O-])=O. Product: [CH2:1]([N:3]1[CH2:15][CH2:14][C:6]2[N:7]([CH2:22][CH:21]([C:20]3[CH:24]=[CH:25][C:17]([CH3:16])=[CH:18][CH:19]=3)[OH:23])[C:8]3[CH:9]=[CH:10][CH:11]=[CH:12][C:13]=3[C:5]=2[CH2:4]1)[CH3:2]. The catalyst class is: 3.